From a dataset of Catalyst prediction with 721,799 reactions and 888 catalyst types from USPTO. Predict which catalyst facilitates the given reaction. Reactant: [CH2:1]([O:5][C:6]1[C:7]([O:19][CH3:20])=[CH:8][CH:9]=[C:10]2[C:15]=1[NH:14][C:13](=[O:16])[C:12]([CH2:17][NH2:18])=[CH:11]2)[CH2:2][CH2:3][CH3:4].[F:21][C:22]1[CH:27]=[CH:26][C:25]([N:28]=[C:29]=[O:30])=[CH:24][CH:23]=1.CO.C(N(CC)CC)C. Product: [CH2:1]([O:5][C:6]1[C:7]([O:19][CH3:20])=[CH:8][CH:9]=[C:10]2[C:15]=1[NH:14][C:13](=[O:16])[C:12]([CH2:17][NH:18][C:29]([NH:28][C:25]1[CH:26]=[CH:27][C:22]([F:21])=[CH:23][CH:24]=1)=[O:30])=[CH:11]2)[CH2:2][CH2:3][CH3:4]. The catalyst class is: 22.